From a dataset of Peptide-MHC class I binding affinity with 185,985 pairs from IEDB/IMGT. Regression. Given a peptide amino acid sequence and an MHC pseudo amino acid sequence, predict their binding affinity value. This is MHC class I binding data. (1) The binding affinity (normalized) is 0.523. The MHC is HLA-B58:01 with pseudo-sequence HLA-B58:01. The peptide sequence is KSDGTGTIY. (2) The MHC is HLA-A68:02 with pseudo-sequence HLA-A68:02. The binding affinity (normalized) is 0.709. The peptide sequence is ILIYNGWYA.